This data is from Forward reaction prediction with 1.9M reactions from USPTO patents (1976-2016). The task is: Predict the product of the given reaction. Given the reactants C[O:2][C:3]1[CH:8]=[CH:7][C:6]([NH:9][C:10](=[O:12])[CH3:11])=[CH:5][C:4]=1[C:13]1[N:14]([CH3:18])[N:15]=[CH:16][CH:17]=1.B(Br)(Br)Br, predict the reaction product. The product is: [OH:2][C:3]1[CH:8]=[CH:7][C:6]([NH:9][C:10](=[O:12])[CH3:11])=[CH:5][C:4]=1[C:13]1[N:14]([CH3:18])[N:15]=[CH:16][CH:17]=1.